From a dataset of Forward reaction prediction with 1.9M reactions from USPTO patents (1976-2016). Predict the product of the given reaction. (1) Given the reactants [CH:1]([C:3]1[CH:4]=[C:5]2[C:10](=[CH:11][CH:12]=1)[N:9]([C:13]([O:15][C:16]([CH3:19])([CH3:18])[CH3:17])=[O:14])[C:8]([CH3:21])([CH3:20])[CH:7]=[C:6]2[CH3:22])=[O:2].[BH4-].[Na+].[Cl-].[NH4+], predict the reaction product. The product is: [OH:2][CH2:1][C:3]1[CH:4]=[C:5]2[C:10](=[CH:11][CH:12]=1)[N:9]([C:13]([O:15][C:16]([CH3:19])([CH3:18])[CH3:17])=[O:14])[C:8]([CH3:21])([CH3:20])[CH:7]=[C:6]2[CH3:22]. (2) Given the reactants [CH3:1][O:2][C:3](=[O:22])[CH2:4][C:5]1[CH:10]=[C:9](OS(C(F)(F)F)(=O)=O)[CH:8]=[C:7]([O:19][CH2:20][CH3:21])[CH:6]=1.[Na+].[CH3:24][C:25]1[S:26][C:27]([C:33]2[CH:38]=[CH:37][C:36]([C:39]([F:42])([F:41])[F:40])=[CH:35][CH:34]=2)=[CH:28][C:29]=1[S:30]([O-:32])=[O:31].CC1(C)C2C(=C(P(C3C=CC=CC=3)C3C=CC=CC=3)C=CC=2)OC2C(P(C3C=CC=CC=3)C3C=CC=CC=3)=CC=CC1=2.C(=O)([O-])[O-].[Cs+].[Cs+].C1(C)C=CC=CC=1, predict the reaction product. The product is: [CH3:1][O:2][C:3](=[O:22])[CH2:4][C:5]1[CH:10]=[C:9]([S:30]([C:29]2[CH:28]=[C:27]([C:33]3[CH:34]=[CH:35][C:36]([C:39]([F:42])([F:40])[F:41])=[CH:37][CH:38]=3)[S:26][C:25]=2[CH3:24])(=[O:32])=[O:31])[CH:8]=[C:7]([O:19][CH2:20][CH3:21])[CH:6]=1. (3) Given the reactants [NH2:1][C:2]1[S:3][C:4]2[CH:10]=[CH:9][CH:8]=[CH:7][C:5]=2[N:6]=1.[O:11]1[CH:15]=[CH:14][CH:13]=[C:12]1[C:16](Cl)=[O:17], predict the reaction product. The product is: [S:3]1[C:4]2[CH:10]=[CH:9][CH:8]=[CH:7][C:5]=2[N:6]=[C:2]1[NH:1][C:16]([C:12]1[O:11][CH:15]=[CH:14][CH:13]=1)=[O:17]. (4) Given the reactants [Cl:1][C:2]1[CH:3]=[C:4]2[C:9](=[C:10]([Cl:22])[C:11]=1[O:12][C:13]1[CH:21]=[CH:20][C:16]([C:17]([OH:19])=O)=[CH:15][CH:14]=1)[O:8][CH2:7][CH2:6][CH:5]2[C:23]([O:25][CH2:26][CH3:27])=[O:24].C(Cl)(=O)C(Cl)=O.[Cl:34][C:35]1[CH:40]=[CH:39][C:38]([CH2:41][CH2:42][NH2:43])=[CH:37][CH:36]=1.C(N(C(C)C)CC)(C)C, predict the reaction product. The product is: [Cl:1][C:2]1[CH:3]=[C:4]2[C:9](=[C:10]([Cl:22])[C:11]=1[O:12][C:13]1[CH:14]=[CH:15][C:16]([C:17](=[O:19])[NH:43][CH2:42][CH2:41][C:38]3[CH:39]=[CH:40][C:35]([Cl:34])=[CH:36][CH:37]=3)=[CH:20][CH:21]=1)[O:8][CH2:7][CH2:6][CH:5]2[C:23]([O:25][CH2:26][CH3:27])=[O:24]. (5) Given the reactants [Cl:1][C:2]1[CH:7]=[C:6]([Cl:8])[CH:5]=[CH:4][C:3]=1[CH:9]1[CH:18]([C:19]([NH:21][O:22][CH2:23][C:24]2[N:29]=[C:28]3[CH2:30][O:31]C(C)(C)[O:33][C:27]3=[CH:26][CH:25]=2)=[O:20])[C:17]2[C:12](=[CH:13][CH:14]=[CH:15][CH:16]=2)[C:11](=[O:36])[N:10]1[CH:37]1[CH2:42][CH2:41][CH2:40][CH2:39][CH:38]1[NH:43][S:44]([CH3:47])(=[O:46])=[O:45].Cl.C(=O)([O-])O.[Na+], predict the reaction product. The product is: [Cl:1][C:2]1[CH:7]=[C:6]([Cl:8])[CH:5]=[CH:4][C:3]=1[CH:9]1[CH:18]([C:19]([NH:21][O:22][CH2:23][C:24]2[CH:25]=[CH:26][C:27]([OH:33])=[C:28]([CH2:30][OH:31])[N:29]=2)=[O:20])[C:17]2[C:12](=[CH:13][CH:14]=[CH:15][CH:16]=2)[C:11](=[O:36])[N:10]1[CH:37]1[CH2:42][CH2:41][CH2:40][CH2:39][CH:38]1[NH:43][S:44]([CH3:47])(=[O:45])=[O:46]. (6) The product is: [Cl:6][C:7]1[CH:13]=[CH:12][C:10]([NH:11][C:1](=[O:5])[C:2]#[CH:3])=[CH:9][CH:8]=1. Given the reactants [C:1]([OH:5])(=O)[C:2]#[CH:3].[Cl:6][C:7]1[CH:13]=[CH:12][C:10]([NH2:11])=[CH:9][CH:8]=1.ClCCl.CO.N, predict the reaction product.